Dataset: NCI-60 drug combinations with 297,098 pairs across 59 cell lines. Task: Regression. Given two drug SMILES strings and cell line genomic features, predict the synergy score measuring deviation from expected non-interaction effect. (1) Drug 1: CC1=C(C=C(C=C1)NC2=NC=CC(=N2)N(C)C3=CC4=NN(C(=C4C=C3)C)C)S(=O)(=O)N.Cl. Drug 2: COCCOC1=C(C=C2C(=C1)C(=NC=N2)NC3=CC=CC(=C3)C#C)OCCOC.Cl. Cell line: COLO 205. Synergy scores: CSS=2.31, Synergy_ZIP=4.26, Synergy_Bliss=9.92, Synergy_Loewe=1.04, Synergy_HSA=2.11. (2) Drug 1: CC1=C(C=C(C=C1)C(=O)NC2=CC(=CC(=C2)C(F)(F)F)N3C=C(N=C3)C)NC4=NC=CC(=N4)C5=CN=CC=C5. Drug 2: CC1C(C(CC(O1)OC2CC(CC3=C2C(=C4C(=C3O)C(=O)C5=C(C4=O)C(=CC=C5)OC)O)(C(=O)CO)O)N)O.Cl. Cell line: HL-60(TB). Synergy scores: CSS=44.0, Synergy_ZIP=2.12, Synergy_Bliss=1.11, Synergy_Loewe=-16.9, Synergy_HSA=0.446. (3) Drug 1: CC12CCC(CC1=CCC3C2CCC4(C3CC=C4C5=CN=CC=C5)C)O. Drug 2: COCCOC1=C(C=C2C(=C1)C(=NC=N2)NC3=CC=CC(=C3)C#C)OCCOC.Cl. Cell line: UACC62. Synergy scores: CSS=5.03, Synergy_ZIP=-2.15, Synergy_Bliss=-0.627, Synergy_Loewe=-0.658, Synergy_HSA=0.348. (4) Synergy scores: CSS=14.9, Synergy_ZIP=-1.20, Synergy_Bliss=7.29, Synergy_Loewe=-3.05, Synergy_HSA=4.11. Drug 1: CC1C(C(CC(O1)OC2CC(CC3=C2C(=C4C(=C3O)C(=O)C5=C(C4=O)C(=CC=C5)OC)O)(C(=O)C)O)N)O.Cl. Drug 2: CC1=C(C(CCC1)(C)C)C=CC(=CC=CC(=CC(=O)O)C)C. Cell line: MDA-MB-435. (5) Drug 1: C1CCC(CC1)NC(=O)N(CCCl)N=O. Drug 2: C1C(C(OC1N2C=NC(=NC2=O)N)CO)O. Cell line: UACC62. Synergy scores: CSS=34.2, Synergy_ZIP=-5.86, Synergy_Bliss=-0.601, Synergy_Loewe=-0.916, Synergy_HSA=0.545. (6) Drug 1: CC(CN1CC(=O)NC(=O)C1)N2CC(=O)NC(=O)C2. Drug 2: C1=C(C(=O)NC(=O)N1)N(CCCl)CCCl. Cell line: SK-MEL-28. Synergy scores: CSS=26.6, Synergy_ZIP=-6.01, Synergy_Bliss=-1.71, Synergy_Loewe=-3.17, Synergy_HSA=-0.176. (7) Drug 1: C1=NC2=C(N1)C(=S)N=CN2. Drug 2: C1C(C(OC1N2C=NC3=C2NC=NCC3O)CO)O. Cell line: MDA-MB-435. Synergy scores: CSS=25.2, Synergy_ZIP=1.72, Synergy_Bliss=3.63, Synergy_Loewe=-9.63, Synergy_HSA=3.97.